Dataset: Full USPTO retrosynthesis dataset with 1.9M reactions from patents (1976-2016). Task: Predict the reactants needed to synthesize the given product. (1) Given the product [CH2:28]([N:8]([CH2:1][C:2]1[CH:7]=[CH:6][CH:5]=[CH:4][CH:3]=1)[C@H:9]1[CH2:18][C:17]2[C:12](=[CH:13][CH:14]=[CH:15][C:16]=2[C:36]2[CH:37]=[N:38][C:39]([CH2:42][CH3:43])=[N:40][CH:41]=2)[O:11][CH2:10]1)[C:29]1[CH:30]=[CH:31][CH:32]=[CH:33][CH:34]=1, predict the reactants needed to synthesize it. The reactants are: [CH2:1]([N:8]([CH2:28][C:29]1[CH:34]=[CH:33][CH:32]=[CH:31][CH:30]=1)[C@H:9]1[CH2:18][C:17]2[C:12](=[CH:13][CH:14]=[CH:15][C:16]=2B2OC(C)(C)C(C)(C)O2)[O:11][CH2:10]1)[C:2]1[CH:7]=[CH:6][CH:5]=[CH:4][CH:3]=1.Br[C:36]1[CH:37]=[N:38][C:39]([CH2:42][CH3:43])=[N:40][CH:41]=1.C(=O)([O-])[O-].[K+].[K+]. (2) Given the product [CH3:17][C:18]1[S:19][C:20]2[CH:26]=[CH:25][C:24]([O:27][C:2]3[CH:3]=[CH:4][C:5]4[N:6]([CH:8]=[C:9]([NH:11][C:12]([CH:14]5[CH2:16][CH2:15]5)=[O:13])[N:10]=4)[N:7]=3)=[CH:23][C:21]=2[N:22]=1, predict the reactants needed to synthesize it. The reactants are: I[C:2]1[CH:3]=[CH:4][C:5]2[N:6]([CH:8]=[C:9]([NH:11][C:12]([CH:14]3[CH2:16][CH2:15]3)=[O:13])[N:10]=2)[N:7]=1.[CH3:17][C:18]1[S:19][C:20]2[CH:26]=[CH:25][C:24]([OH:27])=[CH:23][C:21]=2[N:22]=1.C(=O)([O-])[O-].[K+].[K+].